From a dataset of Reaction yield outcomes from USPTO patents with 853,638 reactions. Predict the reaction yield, written as a fraction of the theoretical maximum amount of product (1.0 means a 100% yield; for example, 0.34 means a 34% yield). (1) The reactants are [CH3:1][C:2]1[N:40]=[C:5]2[N:6]([CH2:33][C:34](=O)[C:35]([F:38])([F:37])[F:36])[C:7](=[O:32])[C:8]([CH2:13][C:14]3[CH:19]=[CH:18][C:17]([C:20]4[CH:25]=[CH:24][CH:23]=[CH:22][C:21]=4[C:26]4[NH:30][C:29](=[O:31])[O:28][N:27]=4)=[CH:16][CH:15]=3)=[C:9]([CH2:10][CH2:11][CH3:12])[N:4]2[N:3]=1.Cl.[NH2:42][O:43][CH2:44][CH3:45].N1C=CC=CC=1.Cl. The catalyst is O.C(OCC)(=O)C. The product is [CH2:44]([O:43]/[N:42]=[C:34](/[C:35]([F:37])([F:36])[F:38])\[CH2:33][N:6]1[C:7](=[O:32])[C:8]([CH2:13][C:14]2[CH:15]=[CH:16][C:17]([C:20]3[CH:25]=[CH:24][CH:23]=[CH:22][C:21]=3[C:26]3[NH:30][C:29](=[O:31])[O:28][N:27]=3)=[CH:18][CH:19]=2)=[C:9]([CH2:10][CH2:11][CH3:12])[N:4]2[N:3]=[C:2]([CH3:1])[N:40]=[C:5]12)[CH3:45]. The yield is 0.280. (2) The reactants are C(O)(=[O:3])C.[C:5]([C:9]1[CH:14]=[C:13]([CH3:15])[C:12]([S:16](F)(F)[F:17])=[C:11]([CH3:20])[CH:10]=1)([CH3:8])([CH3:7])[CH3:6]. The catalyst is ClCCl. The product is [C:5]([C:9]1[CH:14]=[C:13]([CH3:15])[C:12]([S:16]([F:17])=[O:3])=[C:11]([CH3:20])[CH:10]=1)([CH3:8])([CH3:7])[CH3:6]. The yield is 0.890. (3) The reactants are C(OC(=O)[NH:7][C@H:8]([C:15](=[O:39])[N:16]([C:29]1[CH:34]=[CH:33][C:32]([O:35][CH3:36])=[C:31]([O:37][CH3:38])[CH:30]=1)[CH2:17][CH2:18][C:19]1[CH:24]=[CH:23][C:22]([C:25]([F:28])([F:27])[F:26])=[CH:21][CH:20]=1)[C:9]1[CH:14]=[CH:13][CH:12]=[CH:11][CH:10]=1)(C)(C)C.[ClH:41]. The catalyst is O1CCOCC1. The product is [ClH:41].[NH2:7][C@@H:8]([C:9]1[CH:10]=[CH:11][CH:12]=[CH:13][CH:14]=1)[C:15]([N:16]([C:29]1[CH:34]=[CH:33][C:32]([O:35][CH3:36])=[C:31]([O:37][CH3:38])[CH:30]=1)[CH2:17][CH2:18][C:19]1[CH:20]=[CH:21][C:22]([C:25]([F:28])([F:27])[F:26])=[CH:23][CH:24]=1)=[O:39]. The yield is 0.920.